Dataset: Full USPTO retrosynthesis dataset with 1.9M reactions from patents (1976-2016). Task: Predict the reactants needed to synthesize the given product. (1) Given the product [CH3:22][C:23]1([CH3:38])[C:31]2[C:26](=[CH:27][C:28]([N:32]3[CH2:37][CH2:36][O:35][CH2:34][CH2:33]3)=[CH:29][CH:30]=2)[N:25]([C:2]2[C:11]3[C:6](=[CH:7][C:8]([F:12])=[CH:9][CH:10]=3)[N:5]=[C:4]([C:13]3[CH:14]=[C:15]([CH:18]=[CH:19][CH:20]=3)[C:16]#[N:17])[C:3]=2[CH3:21])[CH2:24]1, predict the reactants needed to synthesize it. The reactants are: Cl[C:2]1[C:11]2[C:6](=[CH:7][C:8]([F:12])=[CH:9][CH:10]=2)[N:5]=[C:4]([C:13]2[CH:14]=[C:15]([CH:18]=[CH:19][CH:20]=2)[C:16]#[N:17])[C:3]=1[CH3:21].[CH3:22][C:23]1([CH3:38])[C:31]2[C:26](=[CH:27][C:28]([N:32]3[CH2:37][CH2:36][O:35][CH2:34][CH2:33]3)=[CH:29][CH:30]=2)[NH:25][CH2:24]1.[H-].[Na+]. (2) Given the product [CH3:1][O:2][C:3]1[C:4]([NH:15][C:16]([N:30]2[CH2:31][CH2:32][N:27]([C:21]3[CH:26]=[CH:25][CH:24]=[CH:23][CH:22]=3)[CH2:28][CH2:29]2)=[O:20])=[N:5][C:6]2[C:11]([N:12]=1)=[CH:10][C:9]([O:13][CH3:14])=[CH:8][CH:7]=2, predict the reactants needed to synthesize it. The reactants are: [CH3:1][O:2][C:3]1[C:4]([NH:15][C:16](=[O:20])OCC)=[N:5][C:6]2[C:11]([N:12]=1)=[CH:10][C:9]([O:13][CH3:14])=[CH:8][CH:7]=2.[C:21]1([N:27]2[CH2:32][CH2:31][NH:30][CH2:29][CH2:28]2)[CH:26]=[CH:25][CH:24]=[CH:23][CH:22]=1.C1CCN2C(=NCCC2)CC1. (3) Given the product [CH2:37]([N:21]([CH2:17][CH:18]([CH3:20])[CH3:19])[C:22]1[CH:27]=[CH:26][C:25]([C:28]([C:29]([F:32])([F:31])[F:30])=[CH:11][C:12]([O:14][CH2:15][CH3:16])=[O:13])=[CH:24][C:23]=1[N+:34]([O-:36])=[O:35])[CH:38]([CH3:39])[CH3:40], predict the reactants needed to synthesize it. The reactants are: [H-].[Na+].C(OP([CH2:11][C:12]([O:14][CH2:15][CH3:16])=[O:13])(OCC)=O)C.[CH2:17]([N:21]([CH2:37][CH:38]([CH3:40])[CH3:39])[C:22]1[CH:27]=[CH:26][C:25]([C:28](=O)[C:29]([F:32])([F:31])[F:30])=[CH:24][C:23]=1[N+:34]([O-:36])=[O:35])[CH:18]([CH3:20])[CH3:19].